This data is from Full USPTO retrosynthesis dataset with 1.9M reactions from patents (1976-2016). The task is: Predict the reactants needed to synthesize the given product. (1) The reactants are: Cl.[CH3:2][C:3]1[CH:4]=[C:5]([NH:10][NH2:11])[CH:6]=[CH:7][C:8]=1[CH3:9].[C:12](OCC)(=[O:17])[CH2:13][C:14]([CH3:16])=O.C([O-])(=O)C.[Na+]. Given the product [CH3:2][C:3]1[CH:4]=[C:5]([N:10]2[C:12](=[O:17])[CH:13]=[C:14]([CH3:16])[NH:11]2)[CH:6]=[CH:7][C:8]=1[CH3:9], predict the reactants needed to synthesize it. (2) Given the product [Cl:16][C:4]1[CH:5]=[C:6]2[C:10](=[C:2]([C:21]3[CH:22]=[CH:23][C:18]([F:17])=[CH:19][CH:20]=3)[CH:3]=1)[N:9]([CH3:11])[C:8]([C:12]([NH2:14])=[O:13])=[C:7]2[CH3:15], predict the reactants needed to synthesize it. The reactants are: Br[C:2]1[CH:3]=[C:4]([Cl:16])[CH:5]=[C:6]2[C:10]=1[N:9]([CH3:11])[C:8]([C:12]([NH2:14])=[O:13])=[C:7]2[CH3:15].[F:17][C:18]1[CH:23]=[CH:22][C:21](B(O)O)=[CH:20][CH:19]=1. (3) Given the product [Cl:18][C:12]1[CH:13]=[C:14]([Cl:17])[CH:15]=[CH:16][C:11]=1[C:4]1[N:3]=[C:2]([NH:29][CH2:28][CH2:27][NH:26][C:19](=[O:20])[O:21][C:22]([CH3:24])([CH3:23])[CH3:25])[N:7]2[CH:8]=[CH:9][N:10]=[C:6]2[CH:5]=1, predict the reactants needed to synthesize it. The reactants are: Cl[C:2]1[N:7]2[CH:8]=[CH:9][N:10]=[C:6]2[CH:5]=[C:4]([C:11]2[CH:16]=[CH:15][C:14]([Cl:17])=[CH:13][C:12]=2[Cl:18])[N:3]=1.[C:19]([NH:26][CH2:27][CH2:28][NH2:29])([O:21][C:22]([CH3:25])([CH3:24])[CH3:23])=[O:20].C(N(C(C)C)CC)(C)C.C(OCC)(=O)C. (4) Given the product [CH2:29]([N:23]1[CH2:24][C@H:4]2[C@:3]([C:15]([O:17][CH2:18][CH3:19])=[O:16])([C:2](=[O:1])[N:13]3[CH2:12][CH2:11][CH2:10][C:9]4[CH:8]=[CH:7][CH:6]=[C:5]2[C:14]3=4)[CH2:22]1)[C:30]1[CH:35]=[CH:34][CH:33]=[CH:32][CH:31]=1, predict the reactants needed to synthesize it. The reactants are: [O:1]=[C:2]1[N:13]2[C:14]3[C:9]([CH2:10][CH2:11][CH2:12]2)=[CH:8][CH:7]=[CH:6][C:5]=3[CH:4]=[C:3]1[C:15]([O:17][CH2:18][CH3:19])=[O:16].CO[CH2:22][N:23]([CH2:29][C:30]1[CH:35]=[CH:34][CH:33]=[CH:32][CH:31]=1)[CH2:24][Si](C)(C)C.FC(F)(F)C(O)=O. (5) Given the product [CH:1]([O:4][C:5]([N:7]1[CH2:13][CH2:12][CH:11]=[C:10]([NH:26][CH2:25][C:24]2[CH:27]=[C:28]([C:30]([F:31])([F:32])[F:33])[CH:29]=[C:22]([C:21]([F:20])([F:34])[F:35])[CH:23]=2)[C:9]2[C:15]([F:19])=[CH:16][CH:17]=[CH:18][C:8]1=2)=[O:6])([CH3:3])[CH3:2], predict the reactants needed to synthesize it. The reactants are: [CH:1]([O:4][C:5]([N:7]1[CH2:13][CH2:12][CH2:11][C:10](=O)[C:9]2[C:15]([F:19])=[CH:16][CH:17]=[CH:18][C:8]1=2)=[O:6])([CH3:3])[CH3:2].[F:20][C:21]([F:35])([F:34])[C:22]1[CH:23]=[C:24]([CH:27]=[C:28]([C:30]([F:33])([F:32])[F:31])[CH:29]=1)[CH2:25][NH2:26]. (6) Given the product [C:8]1([C:5]2[N:6]=[N:7][CH:2]=[C:3]([C:17]3[CH:18]=[CH:19][CH:20]=[CH:21][CH:22]=3)[C:4]=2[C:14]([NH:56][CH:57]([CH2:62][OH:63])[C:58]([O:60][CH3:61])=[O:59])=[O:15])[CH:13]=[CH:12][CH:11]=[CH:10][CH:9]=1, predict the reactants needed to synthesize it. The reactants are: C[C:2]1[N:7]=[N:6][C:5]([C:8]2[CH:13]=[CH:12][CH:11]=[CH:10][CH:9]=2)=[C:4]([C:14](O)=[O:15])[C:3]=1[C:17]1[CH:22]=[CH:21][CH:20]=[CH:19][CH:18]=1.CCN(C(C)C)C(C)C.CN(C(ON1N=NC2C=CC=NC1=2)=[N+](C)C)C.F[P-](F)(F)(F)(F)F.[NH2:56][CH:57]([CH2:62][OH:63])[C:58]([O:60][CH3:61])=[O:59].